This data is from Full USPTO retrosynthesis dataset with 1.9M reactions from patents (1976-2016). The task is: Predict the reactants needed to synthesize the given product. (1) The reactants are: [NH2:1][C:2]1[CH:7]=[C:6]([C:8]([F:11])([F:10])[F:9])[C:5]([C:12]2[CH2:17][CH2:16][N:15]([C:18]([O:20][C:21]([CH3:24])([CH3:23])[CH3:22])=[O:19])[CH2:14][CH:13]=2)=[C:4]([Cl:25])[CH:3]=1.N1([C:31](N2C=CN=C2)=[S:32])C=CN=C1. Given the product [Cl:25][C:4]1[CH:3]=[C:2]([N:1]=[C:31]=[S:32])[CH:7]=[C:6]([C:8]([F:10])([F:11])[F:9])[C:5]=1[C:12]1[CH2:17][CH2:16][N:15]([C:18]([O:20][C:21]([CH3:22])([CH3:24])[CH3:23])=[O:19])[CH2:14][CH:13]=1, predict the reactants needed to synthesize it. (2) Given the product [ClH:26].[NH2:17][C:11]1[CH:12]=[CH:13][CH:14]=[C:15]([CH3:16])[C:10]=1[C:9]([NH:8][C:5]1[CH:6]=[CH:7][C:2]([CH3:1])=[CH:3][CH:4]=1)=[O:25], predict the reactants needed to synthesize it. The reactants are: [CH3:1][C:2]1[CH:7]=[CH:6][C:5]([NH:8][C:9](=[O:25])[C:10]2[C:15]([CH3:16])=[CH:14][CH:13]=[CH:12][C:11]=2[NH:17]C(OC(C)(C)C)=O)=[CH:4][CH:3]=1.[ClH:26]. (3) Given the product [Cl:1][C:2]1[CH:22]=[CH:21][C:5]2[N:6]([C:11]3[CH:16]=[CH:15][C:34]([CH2:37][C:38]([O:40][CH2:41][CH3:42])=[O:39])=[CH:13][CH:12]=3)[C:7]([CH2:9][Cl:10])=[N:8][C:4]=2[CH:3]=1, predict the reactants needed to synthesize it. The reactants are: [Cl:1][C:2]1[CH:22]=[CH:21][C:5]2[N:6]([C:11]3[CH:16]=[CH:15]N=[C:13](S(C)(=O)=O)[CH:12]=3)[C:7]([CH2:9][Cl:10])=[N:8][C:4]=2[CH:3]=1.ClC1C=CC(NC2C=C[C:34]([CH2:37][C:38]([O:40][CH2:41][CH3:42])=[O:39])=CC=2)=C([N+]([O-])=O)C=1.